From a dataset of Full USPTO retrosynthesis dataset with 1.9M reactions from patents (1976-2016). Predict the reactants needed to synthesize the given product. (1) The reactants are: [Cl:1][C:2]1[C:11]2[C:6](=[CH:7][CH:8]=[C:9]([Cl:12])[CH:10]=2)[N:5]=[CH:4][C:3]=1[C:13]([OH:15])=O.ClC1C2C(=CC=C(Cl)C=2)N=CC=1C(OCC)=O.CN([C:36]([O:40][N:41]1N=NC2C=CC=N[C:42]1=2)=[N+](C)C)C.F[P-](F)(F)(F)(F)F.CCN(C(C)C)C(C)C.Cl.CNOC. Given the product [CH3:36][O:40][N:41]([CH3:42])[C:13]([C:3]1[CH:4]=[N:5][C:6]2[C:11]([C:2]=1[Cl:1])=[CH:10][C:9]([Cl:12])=[CH:8][CH:7]=2)=[O:15], predict the reactants needed to synthesize it. (2) The reactants are: [O:1]=[C:2]1[N:6]([CH:7]([CH2:11][C:12]2[CH:17]=[CH:16][CH:15]=[CH:14][CH:13]=2)[C:8]([OH:10])=[O:9])[C:5](=[S:18])[NH:4][CH2:3]1.[Br:19][C:20]1[CH:25]=[CH:24][C:23]([C:26]2[S:30][C:29]([CH:31]=O)=[CH:28][CH:27]=2)=[CH:22][C:21]=1[Cl:33].NCCC(O)=O.CO.C(Cl)Cl. Given the product [Br:19][C:20]1[CH:25]=[CH:24][C:23]([C:26]2[S:30][C:29](/[CH:31]=[C:3]3/[NH:4][C:5](=[S:18])[N:6]([CH:7]([CH2:11][C:12]4[CH:17]=[CH:16][CH:15]=[CH:14][CH:13]=4)[C:8]([OH:10])=[O:9])[C:2]/3=[O:1])=[CH:28][CH:27]=2)=[CH:22][C:21]=1[Cl:33], predict the reactants needed to synthesize it.